This data is from Forward reaction prediction with 1.9M reactions from USPTO patents (1976-2016). The task is: Predict the product of the given reaction. (1) The product is: [F:19][C:15]1[CH:16]=[CH:17][CH:18]=[C:13]([F:12])[C:14]=1[NH:20][C:21](=[O:22])[C:23]1[CH:24]=[CH:25][C:26]([C:27](=[O:29])[CH2:8][CH3:9])=[CH:31][CH:32]=1. Given the reactants [Li]N(C)OC.Cl.[Li][CH2:8][CH2:9]CC.[F:12][C:13]1[CH:18]=[CH:17][CH:16]=[C:15]([F:19])[C:14]=1[NH:20][C:21]([C:23]1[CH:32]=[CH:31][C:26]([C:27]([O:29]C)=O)=[CH:25][CH:24]=1)=[O:22].CC[Mg+].[Br-], predict the reaction product. (2) Given the reactants [CH3:1]/[C:2](=[CH:6]\[CH2:7][CH3:8])/[C:3]([OH:5])=O.[C:9]1([C@H:15]2[CH2:19][O:18][C:17](=[O:20])[NH:16]2)[CH:14]=[CH:13][CH:12]=[CH:11][CH:10]=1.C(OC1C=CC2C(=CC=CC=2)N1C(OCC)=O)C.[Cl-].[Li+], predict the reaction product. The product is: [CH3:1]/[C:2](=[CH:6]\[CH2:7][CH3:8])/[C:3]([N:16]1[C@@H:15]([C:9]2[CH:14]=[CH:13][CH:12]=[CH:11][CH:10]=2)[CH2:19][O:18][C:17]1=[O:20])=[O:5]. (3) Given the reactants [CH2:1]1[C:9]2[C:4](=[CH:5][CH:6]=[CH:7][CH:8]=2)[CH2:3][NH:2]1.[F:10][C:11]([F:22])([F:21])[C:12](O[C:12](=[O:13])[C:11]([F:22])([F:21])[F:10])=[O:13].[N+:23]([O-])([O-:25])=[O:24].[K+].C(=O)(O)[O-].[Na+].C(=O)([O-])[O-].[Na+].[Na+], predict the reaction product. The product is: [F:10][C:11]([F:22])([F:21])[C:12]([N:2]1[CH2:3][C:4]2[C:9](=[CH:8][CH:7]=[C:6]([N+:23]([O-:25])=[O:24])[CH:5]=2)[CH2:1]1)=[O:13]. (4) Given the reactants [Cl:1][C:2]1[CH:7]=[C:6]2[NH:8][C:9](=[O:29])[C:10]3([CH:15]([C:16]4[CH:21]=[CH:20][CH:19]=[C:18]([Cl:22])[CH:17]=4)[CH2:14][C:13](=[O:23])[NH:12][CH:11]3[C:24]([CH2:27][CH3:28])=[CH:25][CH3:26])[C:5]2=[CH:4][CH:3]=1.[CH3:30][O:31][CH:32]([Si:34]([CH3:37])([CH3:36])[CH3:35])[CH3:33].[H-].[Li+].[Cl:40][CH2:41][CH2:42][CH2:43]I, predict the reaction product. The product is: [Cl:1][C:2]1[CH:7]=[C:6]2[NH:8][C:9](=[O:29])[C:10]3([CH:15]([C:16]4[CH:21]=[CH:20][CH:19]=[C:18]([Cl:22])[CH:17]=4)[CH2:14][C:13](=[O:23])[N:12]([CH2:43][CH2:42][CH2:41][Cl:40])[CH:11]3[C:24]([CH2:27][CH3:28])=[CH:25][CH3:26])[C:5]2=[CH:4][CH:3]=1.[CH3:30][O:31][CH:32]([Si:34]([CH3:37])([CH3:36])[CH3:35])[CH3:33]. (5) Given the reactants [NH2:1][C:2]1[C:15]2[C:6](=[CH:7][C:8]3[C:9]4[C:14]=2[C:13](=[O:16])[N:12]([CH2:17][CH2:18][N:19]([CH3:21])[CH3:20])[C:11](=[O:22])[C:10]=4[CH:23]=[CH:24][CH:25]=3)[CH:5]=[CH:4][CH:3]=1.Cl[C:27]([O:29][C:30]1[CH:35]=[CH:34][CH:33]=[CH:32][CH:31]=1)=[O:28].C(N(CC)CC)C.C(Cl)Cl.CO, predict the reaction product. The product is: [CH3:21][N:19]([CH3:20])[CH2:18][CH2:17][N:12]1[C:11](=[O:22])[C:10]2[CH:23]=[CH:24][CH:25]=[C:8]3[C:9]=2[C:14](=[C:15]2[C:2]([NH:1][C:27](=[O:28])[O:29][C:30]4[CH:35]=[CH:34][CH:33]=[CH:32][CH:31]=4)=[CH:3][CH:4]=[CH:5][C:6]2=[CH:7]3)[C:13]1=[O:16].